From a dataset of Full USPTO retrosynthesis dataset with 1.9M reactions from patents (1976-2016). Predict the reactants needed to synthesize the given product. Given the product [CH3:17][C:15]1[C:16](=[N:19][NH:7][C:6]2[CH:8]=[CH:9][CH:10]=[C:4]([N+:1]([O-:3])=[O:2])[CH:5]=2)[C:12]([NH2:11])=[N:13][N:14]=1, predict the reactants needed to synthesize it. The reactants are: [N+:1]([C:4]1[CH:5]=[C:6]([CH:8]=[CH:9][CH:10]=1)[NH2:7])([O-:3])=[O:2].[NH2:11][C:12]1[CH:16]=[C:15]([CH3:17])[NH:14][N:13]=1.C[N:19](C=O)C.